This data is from Forward reaction prediction with 1.9M reactions from USPTO patents (1976-2016). The task is: Predict the product of the given reaction. (1) Given the reactants Br[C:2]1[C:19]2=[C:20]3[C:9]([C:10]4[C:21]5[C:14](=[CH:15][CH:16]=[CH:17][C:18]2=5)[CH:13]=[CH:12][CH:11]=4)=[CH:8][CH:7]=[CH:6][C:5]3=[CH:4][CH:3]=1.C(C1C=C(C=C(C#C)C=1)[CH:27]=[O:28])#C, predict the reaction product. The product is: [C:2]1([CH:27]=[O:28])[C:19]2=[C:20]3[C:9]([C:10]4[C:21]5[C:14](=[CH:15][CH:16]=[CH:17][C:18]2=5)[CH:13]=[CH:12][CH:11]=4)=[CH:8][CH:7]=[CH:6][C:5]3=[CH:4][CH:3]=1. (2) Given the reactants Cl[C:2]1[C:3]2[CH:10]=[CH:9][N:8]([C@@H:11]3[O:26][C@H:25]([CH2:27][O:28][CH2:29][C:30]4[CH:35]=[CH:34][C:33]([Cl:36])=[CH:32][C:31]=4[Cl:37])[C@@H:14]([O:15][CH2:16][C:17]4[CH:22]=[CH:21][C:20]([Cl:23])=[CH:19][C:18]=4[Cl:24])[C@@:12]3([CH:38]=[CH2:39])[OH:13])[C:4]=2[N:5]=[CH:6][N:7]=1.[NH3:40], predict the reaction product. The product is: [NH2:40][C:2]1[C:3]2[CH:10]=[CH:9][N:8]([C@@H:11]3[O:26][C@H:25]([CH2:27][O:28][CH2:29][C:30]4[CH:35]=[CH:34][C:33]([Cl:36])=[CH:32][C:31]=4[Cl:37])[C@@H:14]([O:15][CH2:16][C:17]4[CH:22]=[CH:21][C:20]([Cl:23])=[CH:19][C:18]=4[Cl:24])[C@@:12]3([CH:38]=[CH2:39])[OH:13])[C:4]=2[N:5]=[CH:6][N:7]=1.